Task: Regression. Given a peptide amino acid sequence and an MHC pseudo amino acid sequence, predict their binding affinity value. This is MHC class II binding data.. Dataset: Peptide-MHC class II binding affinity with 134,281 pairs from IEDB (1) The peptide sequence is PALLALLALPALLLL. The MHC is DRB1_0405 with pseudo-sequence DRB1_0405. The binding affinity (normalized) is 0.262. (2) The peptide sequence is YLMDEEVPAYDKH. The MHC is DRB4_0101 with pseudo-sequence DRB4_0103. The binding affinity (normalized) is 0.0343. (3) The peptide sequence is KAFVLDSDNLIPKVV. The MHC is HLA-DQA10201-DQB10202 with pseudo-sequence HLA-DQA10201-DQB10202. The binding affinity (normalized) is 0.513. (4) The peptide sequence is GYKVLVLNPSV. The MHC is DRB1_1101 with pseudo-sequence DRB1_1101. The binding affinity (normalized) is 0.699. (5) The peptide sequence is MALVAFLRFLTIPPT. The MHC is DRB1_1101 with pseudo-sequence DRB1_1101. The binding affinity (normalized) is 0.801. (6) The peptide sequence is RPGGAGRDGGQLRIP. The MHC is DRB3_0202 with pseudo-sequence DRB3_0202. The binding affinity (normalized) is 0. (7) The peptide sequence is IIQGLKLMNSPEFHL. The MHC is HLA-DPA10201-DPB10501 with pseudo-sequence HLA-DPA10201-DPB10501. The binding affinity (normalized) is 0.413. (8) The peptide sequence is ISEWQPSKGWNDWEN. The MHC is HLA-DQA10501-DQB10303 with pseudo-sequence HLA-DQA10501-DQB10303. The binding affinity (normalized) is 0.293. (9) The peptide sequence is MAHTLIMIGSNASDR. The MHC is DRB1_1501 with pseudo-sequence DRB1_1501. The binding affinity (normalized) is 0.651. (10) The peptide sequence is TIGTSVEESEMFMPR. The MHC is DRB1_0901 with pseudo-sequence DRB1_0901. The binding affinity (normalized) is 0.360.